From a dataset of Full USPTO retrosynthesis dataset with 1.9M reactions from patents (1976-2016). Predict the reactants needed to synthesize the given product. (1) Given the product [C:3]([C:5]1[CH:21]=[CH:20][C:8]([N:9]([CH2:26][CH3:27])[S:10]([C:13]2[CH:18]=[CH:17][C:16]([CH3:19])=[CH:15][CH:14]=2)(=[O:12])=[O:11])=[CH:7][CH:6]=1)#[N:4], predict the reactants needed to synthesize it. The reactants are: [H-].[Na+].[C:3]([C:5]1[CH:21]=[CH:20][C:8]([NH:9][S:10]([C:13]2[CH:18]=[CH:17][C:16]([CH3:19])=[CH:15][CH:14]=2)(=[O:12])=[O:11])=[CH:7][CH:6]=1)#[N:4].S(OCC)(O[CH2:26][CH3:27])(=O)=O.O. (2) The reactants are: [OH-].[Na+].[OH:3][C:4]1[CH:9]=[CH:8][C:7]([O:10][CH2:11][CH2:12][O:13][CH2:14][CH2:15][O:16][CH2:17][CH2:18][O:19][CH3:20])=[CH:6][C:5]=1[C:21]1[S:22][CH2:23][C@:24]([CH3:32])([C:26]([O:28]C(C)C)=[O:27])[N:25]=1. Given the product [OH:3][C:4]1[CH:9]=[CH:8][C:7]([O:10][CH2:11][CH2:12][O:13][CH2:14][CH2:15][O:16][CH2:17][CH2:18][O:19][CH3:20])=[CH:6][C:5]=1[C:21]1[S:22][CH2:23][C@:24]([CH3:32])([C:26]([OH:28])=[O:27])[N:25]=1, predict the reactants needed to synthesize it.